This data is from Reaction yield outcomes from USPTO patents with 853,638 reactions. The task is: Predict the reaction yield, written as a fraction of the theoretical maximum amount of product (1.0 means a 100% yield; for example, 0.34 means a 34% yield). (1) The reactants are [Br:1][C:2]1[C:3]([F:50])=[CH:4][C:5]([N:21]2[C:30]3[C:25](=[CH:26][C:27]([S:31](=[O:48])(=[O:47])[N:32]([C:42]4[CH:46]=[CH:45][O:44][N:43]=4)CC4C=CC(OC)=CC=4)=[CH:28][CH:29]=3)[CH:24]=[CH:23][C:22]2=[O:49])=[C:6]([CH:20]=1)[O:7][CH:8]1[CH2:12][CH2:11][N:10](C(OC(C)(C)C)=O)[CH2:9]1.FC(F)(F)S(O)(=O)=O. The catalyst is C(Cl)Cl. The product is [Br:1][C:2]1[C:3]([F:50])=[CH:4][C:5]([N:21]2[C:30]3[C:25](=[CH:26][C:27]([S:31]([NH:32][C:42]4[CH:46]=[CH:45][O:44][N:43]=4)(=[O:47])=[O:48])=[CH:28][CH:29]=3)[CH:24]=[CH:23][C:22]2=[O:49])=[C:6]([O:7][CH:8]2[CH2:12][CH2:11][NH:10][CH2:9]2)[CH:20]=1. The yield is 0.100. (2) The reactants are [NH:1]1[CH2:4][CH:3]([C:5]2[N:10]=[C:9]([CH:11]([CH3:13])[CH3:12])[N:8]=[C:7]([NH:14][C:15]3[CH:16]=[N:17][CH:18]=[CH:19][C:20]=3[C:21]([F:24])([F:23])[F:22])[CH:6]=2)[CH2:2]1.C(N(CC)CC)C.[CH3:32][S:33](Cl)(=[O:35])=[O:34]. The catalyst is CN(C)C=O. The product is [CH:11]([C:9]1[N:8]=[C:7]([NH:14][C:15]2[CH:16]=[N:17][CH:18]=[CH:19][C:20]=2[C:21]([F:22])([F:23])[F:24])[CH:6]=[C:5]([CH:3]2[CH2:2][N:1]([S:33]([CH3:32])(=[O:35])=[O:34])[CH2:4]2)[N:10]=1)([CH3:13])[CH3:12]. The yield is 0.340. (3) The reactants are C[Si](C)(C)CCOC[N:7]1[C:11]2[C:12]3[CH:13]=[CH:14][S:15][C:16]=3[CH2:17][C:10]=2[C:9]([C:18]2[CH:19]=[CH:20][C:21]([NH:24]C(=O)C)=[N:22][CH:23]=2)=[N:8]1.[ClH:30]. The catalyst is CO. The product is [ClH:30].[S:15]1[CH:14]=[CH:13][C:12]2[C:11]3[NH:7][N:8]=[C:9]([C:18]4[CH:19]=[CH:20][C:21]([NH2:24])=[N:22][CH:23]=4)[C:10]=3[CH2:17][C:16]1=2. The yield is 0.900. (4) The reactants are [OH:1][C:2]1[CH:9]=[CH:8][C:5]([CH:6]=[O:7])=[CH:4][C:3]=1[C:10]([F:13])([F:12])[F:11].[O:14](S(C(F)(F)F)(=O)=O)[S:15]([C:18]([F:21])([F:20])[F:19])(=O)=[O:16]. The catalyst is C(Cl)Cl. The product is [F:19][C:18]([F:21])([F:20])[S:15]([O:1][C:2]1[CH:9]=[CH:8][C:5]([CH:6]=[O:7])=[CH:4][C:3]=1[C:10]([F:11])([F:12])[F:13])(=[O:16])=[O:14]. The yield is 0.660. (5) The reactants are [C:1]1([NH:7][C:8]2[C:16]3[C:15]4[CH2:17][NH:18][CH2:19][CH2:20][C:14]=4[NH:13][C:12]=3[N:11]=[CH:10][CH:9]=2)[CH:6]=[CH:5][CH:4]=[CH:3][CH:2]=1.[C:21](OC(=O)C)(=[O:23])[CH3:22].C(N(CC)CC)C. The catalyst is ClCCCl. The product is [C:1]1([NH:7][C:8]2[C:16]3[C:15]4[CH2:17][N:18]([C:21](=[O:23])[CH3:22])[CH2:19][CH2:20][C:14]=4[NH:13][C:12]=3[N:11]=[CH:10][CH:9]=2)[CH:2]=[CH:3][CH:4]=[CH:5][CH:6]=1. The yield is 0.110. (6) The reactants are [CH3:1][O:2][C:3](=[O:13])[C:4]1[CH:9]=[C:8]([OH:10])[C:7]([I:11])=[C:6]([NH2:12])[CH:5]=1.[CH2:14](I)[CH3:15].CC(C)([O-])C.[Na+]. The catalyst is CN(C=O)C. The product is [CH3:1][O:2][C:3](=[O:13])[C:4]1[CH:9]=[C:8]([O:10][CH2:14][CH3:15])[C:7]([I:11])=[C:6]([NH2:12])[CH:5]=1. The yield is 0.690. (7) The reactants are [OH:1][CH2:2][C:3]1[CH:8]=[CH:7][C:6]([NH:9][C:10](=[O:13])[CH:11]=[CH2:12])=[CH:5][CH:4]=1.[OH:14][C:15]([C:32]1[S:33][CH:34]=[CH:35][CH:36]=1)([C:27]1[S:28][CH:29]=[CH:30][CH:31]=1)[C:16]([O:18][C@H:19]1[CH2:24][CH2:23][C@H:22]([NH:25][CH3:26])[CH2:21][CH2:20]1)=[O:17]. The catalyst is O1CCCC1. The product is [OH:14][C:15]([C:27]1[S:28][CH:29]=[CH:30][CH:31]=1)([C:32]1[S:33][CH:34]=[CH:35][CH:36]=1)[C:16]([O:18][C@H:19]1[CH2:20][CH2:21][C@H:22]([N:25]([CH2:12][CH2:11][C:10]([NH:9][C:6]2[CH:5]=[CH:4][C:3]([CH2:2][OH:1])=[CH:8][CH:7]=2)=[O:13])[CH3:26])[CH2:23][CH2:24]1)=[O:17]. The yield is 0.340. (8) The reactants are Br[C:2]1[C:3]([C:19]([F:22])([F:21])[F:20])=[N:4][N:5]([CH3:18])[C:6]=1[C:7]1[CH:17]=[CH:16][C:10]2[O:11][CH2:12][C:13](=[O:15])[NH:14][C:9]=2[CH:8]=1.[C:23]1(B(O)O)[CH:28]=[CH:27][CH:26]=[CH:25][CH:24]=1. No catalyst specified. The product is [CH3:18][N:5]1[C:6]([C:7]2[CH:17]=[CH:16][C:10]3[O:11][CH2:12][C:13](=[O:15])[NH:14][C:9]=3[CH:8]=2)=[C:2]([C:23]2[CH:28]=[CH:27][CH:26]=[CH:25][CH:24]=2)[C:3]([C:19]([F:22])([F:21])[F:20])=[N:4]1. The yield is 0.210. (9) The yield is 0.210. The reactants are [N:1]1([C:11](=[O:16])[C:12]([F:15])([F:14])[F:13])[C:10]2[C:5](=[CH:6][CH:7]=[CH:8][CH:9]=2)[CH2:4][CH2:3][CH2:2]1.[S:17]([Cl:21])(=O)(=[O:19])[OH:18]. The catalyst is O. The product is [F:13][C:12]([F:14])([F:15])[C:11]([N:1]1[C:10]2[C:5](=[CH:6][C:7]([S:17]([Cl:21])(=[O:19])=[O:18])=[CH:8][CH:9]=2)[CH2:4][CH2:3][CH2:2]1)=[O:16].